Dataset: Forward reaction prediction with 1.9M reactions from USPTO patents (1976-2016). Task: Predict the product of the given reaction. (1) Given the reactants Cl.Cl.[Cl:3][C:4]1[NH:5][C:6]([NH:13][CH2:14][C:15]2[CH:19]=[CH:18][S:17][CH:16]=2)=[C:7]([F:12])[C:8](=[N:10][NH2:11])[N:9]=1.C(NC(C)C)(C)C.[CH:27]1([CH2:32][C@H:33]([CH2:37][N:38]([CH:46]=[O:47])[O:39][CH:40]2[CH2:45][CH2:44][CH2:43][CH2:42][O:41]2)[C:34](O)=[O:35])[CH2:31][CH2:30][CH2:29][CH2:28]1.CN1CCOCC1.C1C=NC2N(O)N=NC=2C=1.C(Cl)CCl, predict the reaction product. The product is: [Cl:3][C:4]1[N:9]=[C:8]([NH:10][NH:11][C:34](=[O:35])[C@H:33]([CH2:32][CH:27]2[CH2:28][CH2:29][CH2:30][CH2:31]2)[CH2:37][N:38]([O:39][CH:40]2[CH2:45][CH2:44][CH2:43][CH2:42][O:41]2)[CH:46]=[O:47])[C:7]([F:12])=[C:6]([NH:13][CH2:14][C:15]2[CH:19]=[CH:18][S:17][CH:16]=2)[N:5]=1. (2) Given the reactants FC(F)(F)S(O[C:7]1[CH2:8][CH2:9][N:10]([C:13]([O:15][C:16]([CH3:19])([CH3:18])[CH3:17])=[O:14])[CH2:11][CH:12]=1)(=O)=O.CC1(C)C(C)(C)OB([C:30]2[CH:31]=[C:32]([OH:36])[CH:33]=[CH:34][CH:35]=2)O1.C(O)C.C(=O)([O-])[O-].[Na+].[Na+], predict the reaction product. The product is: [OH:36][C:32]1[CH:31]=[C:30]([C:7]2[CH2:8][CH2:9][N:10]([C:13]([O:15][C:16]([CH3:19])([CH3:18])[CH3:17])=[O:14])[CH2:11][CH:12]=2)[CH:35]=[CH:34][CH:33]=1. (3) Given the reactants [CH3:1][NH2:2].Br[CH2:4][CH2:5][C:6]1[CH:11]=[CH:10][C:9]([N+:12]([O-:14])=[O:13])=[CH:8][CH:7]=1.Cl, predict the reaction product. The product is: [CH3:1][NH:2][CH2:4][CH2:5][C:6]1[CH:11]=[CH:10][C:9]([N+:12]([O-:14])=[O:13])=[CH:8][CH:7]=1.